Predict the reaction yield, written as a fraction of the theoretical maximum amount of product (1.0 means a 100% yield; for example, 0.34 means a 34% yield). From a dataset of Reaction yield outcomes from USPTO patents with 853,638 reactions. The reactants are [OH:1][C:2]([CH3:41])([CH3:40])[CH:3]([CH3:39])[O:4][C@H:5]1[CH2:10][CH2:9][C@H:8]([N:11]2[C:16](=[O:17])[C:15]([CH2:18][C:19]3[CH:24]=[CH:23][C:22]([C:25]4[C:26]([C:31]#[N:32])=[CH:27][CH:28]=[CH:29][CH:30]=4)=[CH:21][CH:20]=3)=[C:14]([CH2:33][CH2:34][CH3:35])[N:13]3[N:36]=[CH:37][N:38]=[C:12]23)[CH2:7][CH2:6]1.C[Si]([N:46]=[N+:47]=[N-:48])(C)C.C([Sn](=O)CCCC)CCC.C1(C)C=CC=CC=1. The catalyst is O.C(OCC)(=O)C. The product is [OH:1][C:2]([CH3:40])([CH3:41])[CH:3]([CH3:39])[O:4][C@H:5]1[CH2:10][CH2:9][C@H:8]([N:11]2[C:16](=[O:17])[C:15]([CH2:18][C:19]3[CH:24]=[CH:23][C:22]([C:25]4[CH:30]=[CH:29][CH:28]=[CH:27][C:26]=4[C:31]4[NH:48][N:47]=[N:46][N:32]=4)=[CH:21][CH:20]=3)=[C:14]([CH2:33][CH2:34][CH3:35])[N:13]3[N:36]=[CH:37][N:38]=[C:12]23)[CH2:7][CH2:6]1. The yield is 0.300.